From a dataset of NCI-60 drug combinations with 297,098 pairs across 59 cell lines. Regression. Given two drug SMILES strings and cell line genomic features, predict the synergy score measuring deviation from expected non-interaction effect. Cell line: A498. Drug 1: CC(CN1CC(=O)NC(=O)C1)N2CC(=O)NC(=O)C2. Synergy scores: CSS=29.8, Synergy_ZIP=-9.76, Synergy_Bliss=-5.03, Synergy_Loewe=-2.60, Synergy_HSA=-0.292. Drug 2: C1=CN(C(=O)N=C1N)C2C(C(C(O2)CO)O)O.Cl.